This data is from Retrosynthesis with 50K atom-mapped reactions and 10 reaction types from USPTO. The task is: Predict the reactants needed to synthesize the given product. (1) Given the product COC(=O)c1cncc(OC[C@H](Cc2ccccc2Cl)NC(=O)OC(C)(C)C)c1, predict the reactants needed to synthesize it. The reactants are: CC(C)(C)OC(=O)N[C@H](CO)Cc1ccccc1Cl.COC(=O)c1cncc(O)c1. (2) Given the product COc1cccc2cc(Nc3cnc(C#N)cn3)ncc12, predict the reactants needed to synthesize it. The reactants are: CN(C)C=O.N#Cc1cnc(Nc2cc3cccc(Br)c3cn2)cn1. (3) Given the product O=C(O)/C=C/c1cncc(OC(=O)N2CCC(Oc3ccc(OCc4cccc(F)c4)cc3)CC2)c1, predict the reactants needed to synthesize it. The reactants are: COC(=O)/C=C/c1cncc(OC(=O)N2CCC(Oc3ccc(OCc4cccc(F)c4)cc3)CC2)c1.